Dataset: Forward reaction prediction with 1.9M reactions from USPTO patents (1976-2016). Task: Predict the product of the given reaction. (1) The product is: [F:25][C:23]1[CH:24]=[C:19]([S:16]([NH:15][CH:5]([CH2:4][OH:3])[CH:6]([C:7]([F:10])([F:8])[F:9])[C:11]([F:12])([F:13])[F:14])(=[O:17])=[O:18])[CH:20]=[C:21]([F:27])[C:22]=1[F:26]. Given the reactants C([O:3][C:4](=O)[CH:5]([NH:15][S:16]([C:19]1[CH:24]=[C:23]([F:25])[C:22]([F:26])=[C:21]([F:27])[CH:20]=1)(=[O:18])=[O:17])[CH:6]([C:11]([F:14])([F:13])[F:12])[C:7]([F:10])([F:9])[F:8])C.[Li+].[BH4-], predict the reaction product. (2) Given the reactants [OH-].[Na+].[CH3:3][O:4][C:5]1[C:10]([C:11](=[O:13])[CH3:12])=[C:9]([O:14][CH2:15][O:16][CH3:17])[C:8]([CH2:18][CH:19]=[C:20]([CH3:22])[CH3:21])=[C:7]([O:23][CH2:24][O:25][CH3:26])[CH:6]=1.[Cl:27][C:28]1[CH:29]=[C:30]([CH:33]=[CH:34][C:35]=1[Cl:36])[CH:31]=O, predict the reaction product. The product is: [Cl:27][C:28]1[CH:29]=[C:30](/[CH:31]=[CH:12]/[C:11]([C:10]2[C:5]([O:4][CH3:3])=[CH:6][C:7]([O:23][CH2:24][O:25][CH3:26])=[C:8]([CH2:18][CH:19]=[C:20]([CH3:21])[CH3:22])[C:9]=2[O:14][CH2:15][O:16][CH3:17])=[O:13])[CH:33]=[CH:34][C:35]=1[Cl:36]. (3) Given the reactants [OH:1][C:2]1[C:11]([O:12][CH3:13])=[CH:10][C:9]2[N:8]=[CH:7][C:6]3[N:14]([CH3:25])[N:15]=[C:16]([C:17]4[CH:24]=[CH:23][C:20]([C:21]#[N:22])=[CH:19][CH:18]=4)[C:5]=3[C:4]=2[CH:3]=1.C(=O)([O-])[O-].[K+].[K+].Br[CH:33]([C:37]1[CH:42]=[CH:41][C:40]([F:43])=[CH:39][CH:38]=1)[C:34]([NH2:36])=[O:35].O, predict the reaction product. The product is: [C:21]([C:20]1[CH:23]=[CH:24][C:17]([C:16]2[C:5]3[C:4]4[CH:3]=[C:2]([O:1][CH:33]([C:37]5[CH:42]=[CH:41][C:40]([F:43])=[CH:39][CH:38]=5)[C:34]([NH2:36])=[O:35])[C:11]([O:12][CH3:13])=[CH:10][C:9]=4[N:8]=[CH:7][C:6]=3[N:14]([CH3:25])[N:15]=2)=[CH:18][CH:19]=1)#[N:22]. (4) Given the reactants Br[C:2]1[CH:7]=[CH:6][C:5]([O:8][CH3:9])=[CH:4][CH:3]=1.C([Li])CCC.[Br:15][C:16]1[CH:17]=[C:18]([C:22]([C:30]2[CH:35]=[CH:34][CH:33]=[CH:32][C:31]=2[C:36]#[N:37])=[N:23]S(C(C)(C)C)=O)[CH:19]=[CH:20][CH:21]=1, predict the reaction product. The product is: [Br:15][C:16]1[CH:17]=[C:18]([C:22]2([C:2]3[CH:7]=[CH:6][C:5]([O:8][CH3:9])=[CH:4][CH:3]=3)[C:30]3[C:31](=[CH:32][CH:33]=[CH:34][CH:35]=3)[C:36]([NH2:37])=[N:23]2)[CH:19]=[CH:20][CH:21]=1. (5) Given the reactants [C:1]([C:3]1[CH:19]=[CH:18][C:17]([N+:20]([O-:22])=[O:21])=[CH:16][C:4]=1[O:5][CH2:6][CH2:7][NH:8]C(=O)OC(C)(C)C)#[N:2].C(O)(C(F)(F)F)=O, predict the reaction product. The product is: [NH2:8][CH2:7][CH2:6][O:5][C:4]1[CH:16]=[C:17]([N+:20]([O-:22])=[O:21])[CH:18]=[CH:19][C:3]=1[C:1]#[N:2]. (6) Given the reactants I[C:2]1[CH:3]=[C:4]([CH3:9])[CH:5]=[C:6]([CH3:8])[CH:7]=1.[C:10]([OH:13])(=[O:12])[CH3:11], predict the reaction product. The product is: [CH3:9][C:4]1[CH:3]=[C:2]([CH2:11][C:10]([OH:13])=[O:12])[CH:7]=[C:6]([CH3:8])[CH:5]=1. (7) Given the reactants [Cl:1][C:2]1[CH:8]=[C:7]([Cl:9])[CH:6]=[CH:5][C:3]=1[NH2:4].Cl.[N:11]([O-])=O.[Na+].CC([O-])=O.[Na+].[CH2:20]([O:22][C:23](=[O:29])[CH:24]([Cl:28])C(=O)C)[CH3:21], predict the reaction product. The product is: [Cl:28][C:24](=[N:11][NH:4][C:3]1[CH:5]=[CH:6][C:7]([Cl:9])=[CH:8][C:2]=1[Cl:1])[C:23]([O:22][CH2:20][CH3:21])=[O:29]. (8) Given the reactants [F:1][C:2]1[CH:3]=[CH:4][C:5]2[O:10][CH2:9][C@H:8]([CH2:11][N:12]3[CH2:17][CH2:16][N:15]([C:18]4[N:28]=[CH:27][CH:26]=[CH:25][C:19]=4[C:20](OCC)=[O:21])[CH2:14][CH2:13]3)[O:7][C:6]=2[CH:29]=1.[H-].[H-].[H-].[H-].[Li+].[Al+3].O, predict the reaction product. The product is: [F:1][C:2]1[CH:3]=[CH:4][C:5]2[O:10][CH2:9][C@H:8]([CH2:11][N:12]3[CH2:17][CH2:16][N:15]([C:18]4[C:19]([CH2:20][OH:21])=[CH:25][CH:26]=[CH:27][N:28]=4)[CH2:14][CH2:13]3)[O:7][C:6]=2[CH:29]=1. (9) Given the reactants [Cl:1][C:2]1[C:3]([O:12][C:13]2[CH:18]=[C:17]([O:19][CH2:20][CH2:21][O:22][CH3:23])[CH:16]=[CH:15][C:14]=2[CH2:24][OH:25])=[N:4][CH:5]=[C:6]([C:8]([F:11])([F:10])[F:9])[CH:7]=1.Cl[S:27]([N:30]=[C:31]=[O:32])(=[O:29])=[O:28].[CH3:33][O:34][CH2:35][CH2:36][CH2:37][NH2:38].Cl, predict the reaction product. The product is: [CH3:33][O:34][CH2:35][CH2:36][CH2:37][NH:38][S:27]([NH:30][C:31](=[O:32])[O:25][CH2:24][C:14]1[CH:15]=[CH:16][C:17]([O:19][CH2:20][CH2:21][O:22][CH3:23])=[CH:18][C:13]=1[O:12][C:3]1[C:2]([Cl:1])=[CH:7][C:6]([C:8]([F:9])([F:11])[F:10])=[CH:5][N:4]=1)(=[O:29])=[O:28]. (10) Given the reactants Br[C:2]1[N:3]([CH:18]2[CH2:23][CH2:22][CH2:21][CH2:20][O:19]2)[C:4]2[C:9]([N:10]=1)=[C:8]([NH2:11])[N:7]=[C:6]([NH:12][CH2:13][CH2:14][CH:15]1[CH2:17][CH2:16]1)[N:5]=2.[CH3:24][O-:25].[Na+].[Cl-].[NH4+], predict the reaction product. The product is: [CH:15]1([CH2:14][CH2:13][NH:12][C:6]2[N:5]=[C:4]3[C:9]([N:10]=[C:2]([O:25][CH3:24])[N:3]3[CH:18]3[CH2:23][CH2:22][CH2:21][CH2:20][O:19]3)=[C:8]([NH2:11])[N:7]=2)[CH2:17][CH2:16]1.